From a dataset of Drug-target binding data from BindingDB using IC50 measurements. Regression. Given a target protein amino acid sequence and a drug SMILES string, predict the binding affinity score between them. We predict pIC50 (pIC50 = -log10(IC50 in M); higher means more potent). Dataset: bindingdb_ic50. The pIC50 is 4.5. The drug is CN(CCOc1ccc(-c2ccccc2)cc1C(=O)c1cccs1)CC(=O)O. The target protein (Q9Y345) has sequence MDCSAPKEMNKLPANSPEAAAAQGHPDGPCAPRTSPEQELPAAAAPPPPRVPRSASTGAQTFQSADARACEAERPGVGSCKLSSPRAQAASAALRDLREAQGAQASPPPGSSGPGNALHCKIPFLRGPEGDANVSVGKGTLERNNTPVVGWVNMSQSTVVLATDGITSVLPGSVATVATQEDEQGDENKARGNWSSKLDFILSMVGYAVGLGNVWRFPYLAFQNGGGAFLIPYLMMLALAGLPIFFLEVSLGQFASQGPVSVWKAIPALQGCGIAMLIISVLIAIYYNVIICYTLFYLFASFVSVLPWGSCNNPWNTPECKDKTKLLLDSCVISDHPKIQIKNSTFCMTAYPNVTMVNFTSQANKTFVSGSEEYFKYFVLKISAGIEYPGEIRWPLALCLFLAWVIVYASLAKGIKTSGKVVYFTATFPYVVLVILLIRGVTLPGAGAGIWYFITPKWEKLTDATVWKDAATQIFFSLSAAWGGLITLSSYNKFHNNCYR....